Task: Predict the reaction yield, written as a fraction of the theoretical maximum amount of product (1.0 means a 100% yield; for example, 0.34 means a 34% yield).. Dataset: Reaction yield outcomes from USPTO patents with 853,638 reactions The reactants are [F:1][C:2]1[CH:6]=[N:5][N:4]([CH3:7])[C:3]=1[C:8]1[CH:9]=[C:10]([NH2:16])[CH:11]=[CH:12][C:13]=1[O:14][CH3:15].[F:17][C:18]1[CH:19]=[C:20]([N:25]=[C:26]=[O:27])[CH:21]=[CH:22][C:23]=1[F:24]. No catalyst specified. The product is [F:17][C:18]1[CH:19]=[C:20]([NH:25][C:26]([NH:16][C:10]2[CH:11]=[CH:12][C:13]([O:14][CH3:15])=[C:8]([C:3]3[N:4]([CH3:7])[N:5]=[CH:6][C:2]=3[F:1])[CH:9]=2)=[O:27])[CH:21]=[CH:22][C:23]=1[F:24]. The yield is 0.630.